Dataset: Forward reaction prediction with 1.9M reactions from USPTO patents (1976-2016). Task: Predict the product of the given reaction. (1) Given the reactants [CH:1]([N:4]1[C:8]([C:9]2[N:10]=[C:11]3[C:17]4[CH:18]=[CH:19][C:20]([CH:22]([CH3:27])[C:23]([O:25]C)=[O:24])=[CH:21][C:16]=4[O:15][CH2:14][CH2:13][N:12]3[CH:28]=2)=[N:7][CH:6]=[N:5]1)([CH3:3])[CH3:2].[OH-].[Li+], predict the reaction product. The product is: [CH:1]([N:4]1[C:8]([C:9]2[N:10]=[C:11]3[C:17]4[CH:18]=[CH:19][C:20]([CH:22]([CH3:27])[C:23]([OH:25])=[O:24])=[CH:21][C:16]=4[O:15][CH2:14][CH2:13][N:12]3[CH:28]=2)=[N:7][CH:6]=[N:5]1)([CH3:3])[CH3:2]. (2) Given the reactants [F:1][C:2]1[CH:7]=[CH:6][C:5]([F:8])=[CH:4][C:3]=1[C:9]1[CH2:10][CH2:11][NH:12][CH:13]([C:15]2[CH:20]=[CH:19][CH:18]=[C:17]([O:21][CH3:22])[CH:16]=2)[CH:14]=1.[CH3:23]N(C=O)C.[C:28]([O:32][C:33]([NH:35][C@H:36]([C:40]([OH:42])=O)[CH:37]([CH3:39])[CH3:38])=[O:34])([CH3:31])([CH3:30])[CH3:29].C1CN([P+](ON2N=NC3C=CC=CC2=3)(N2CCCC2)N2CCCC2)CC1.F[P-](F)(F)(F)(F)F, predict the reaction product. The product is: [F:1][C:2]1[CH:7]=[CH:6][C:5]([F:8])=[CH:4][C:3]=1[C:9]1[CH2:10][CH2:11][N:12]([CH2:23][C:40](=[O:42])[C@@H:36]([NH:35][C:33](=[O:34])[O:32][C:28]([CH3:29])([CH3:30])[CH3:31])[CH:37]([CH3:38])[CH3:39])[CH:13]([C:15]2[CH:20]=[CH:19][CH:18]=[C:17]([O:21][CH3:22])[CH:16]=2)[CH:14]=1. (3) Given the reactants [CH3:1][N:2]1[CH:6]=[C:5]([C:7]([NH:9][C:10]2[CH:31]=[CH:30][C:13]([CH2:14][N:15]3[C:23]4[C:18](=[CH:19][CH:20]=[CH:21][CH:22]=4)[C:17]([CH2:24][C:25]([O:27]CC)=[O:26])=[N:16]3)=[CH:12][CH:11]=2)=[O:8])[CH:4]=[N:3]1.O.[OH-].[Li+].O.Cl, predict the reaction product. The product is: [CH3:1][N:2]1[CH:6]=[C:5]([C:7]([NH:9][C:10]2[CH:11]=[CH:12][C:13]([CH2:14][N:15]3[C:23]4[C:18](=[CH:19][CH:20]=[CH:21][CH:22]=4)[C:17]([CH2:24][C:25]([OH:27])=[O:26])=[N:16]3)=[CH:30][CH:31]=2)=[O:8])[CH:4]=[N:3]1. (4) Given the reactants Cl.[F:2][C:3]1[CH:4]=[C:5]([NH:13][NH2:14])[CH:6]=[CH:7][C:8]=1[S:9](=[O:12])(=[O:11])[NH2:10].[F:15][C:16]([F:35])([F:34])[C:17](=O)[CH2:18][C:19]([C:21]1[CH:26]=[CH:25][C:24]([C:27]2[O:28][CH:29]=[CH:30][CH:31]=2)=[C:23]([Cl:32])[CH:22]=1)=O, predict the reaction product. The product is: [Cl:32][C:23]1[CH:22]=[C:21]([C:19]2[N:13]([C:5]3[CH:6]=[CH:7][C:8]([S:9]([NH2:10])(=[O:11])=[O:12])=[C:3]([F:2])[CH:4]=3)[N:14]=[C:17]([C:16]([F:35])([F:15])[F:34])[CH:18]=2)[CH:26]=[CH:25][C:24]=1[C:27]1[O:28][CH:29]=[CH:30][CH:31]=1. (5) Given the reactants [NH2:1][C:2]1[CH:17]=[CH:16][C:5]([C:6]([N:8]2[CH2:12][CH2:11][CH:10]([N:13]([CH3:15])[CH3:14])[CH2:9]2)=[O:7])=[CH:4][CH:3]=1.Cl[C:19]1[C:28]2[C:23](=[CH:24][CH:25]=[CH:26][CH:27]=2)[N:22]=[C:21]([C:29]2[CH:34]=[CH:33][CH:32]=[CH:31][CH:30]=2)[N:20]=1.Cl.N1C=CC=CC=1, predict the reaction product. The product is: [CH3:15][N:13]([CH3:14])[CH:10]1[CH2:11][CH2:12][N:8]([C:6]([C:5]2[CH:16]=[CH:17][C:2]([NH:1][C:19]3[C:28]4[C:23](=[CH:24][CH:25]=[CH:26][CH:27]=4)[N:22]=[C:21]([C:29]4[CH:34]=[CH:33][CH:32]=[CH:31][CH:30]=4)[N:20]=3)=[CH:3][CH:4]=2)=[O:7])[CH2:9]1. (6) Given the reactants [N+:1]([C:4]1[CH:12]=[C:11]2[C:7]([CH:8]=[N:9][N:10]2[CH2:13][CH2:14][N:15]2[CH2:19][CH2:18][O:17][C:16]2=[O:20])=[CH:6][CH:5]=1)([O-])=O.[Cl-].[NH4+], predict the reaction product. The product is: [NH2:1][C:4]1[CH:12]=[C:11]2[C:7]([CH:8]=[N:9][N:10]2[CH2:13][CH2:14][N:15]2[CH2:19][CH2:18][O:17][C:16]2=[O:20])=[CH:6][CH:5]=1.